From a dataset of Reaction yield outcomes from USPTO patents with 853,638 reactions. Predict the reaction yield, written as a fraction of the theoretical maximum amount of product (1.0 means a 100% yield; for example, 0.34 means a 34% yield). (1) The reactants are [F:1][C:2]1[CH:7]=[CH:6][CH:5]=[CH:4][C:3]=1[C:8]1[N:12]=[N:11][N:10]([CH3:13])[C:9]=1[CH2:14][O:15][C:16]1[CH:21]=[CH:20][C:19](I)=[CH:18][N:17]=1.[NH:23]1[CH:27]=[C:26]([C:28]#[N:29])[N:25]=[CH:24]1.C(=O)([O-])[O-].[Cs+].[Cs+]. The catalyst is CN(C=O)C.[Cu-]=O. The product is [F:1][C:2]1[CH:7]=[CH:6][CH:5]=[CH:4][C:3]=1[C:8]1[N:12]=[N:11][N:10]([CH3:13])[C:9]=1[CH2:14][O:15][C:16]1[N:17]=[CH:18][C:19]([N:23]2[CH:27]=[C:26]([C:28]#[N:29])[N:25]=[CH:24]2)=[CH:20][CH:21]=1. The yield is 0.394. (2) The reactants are [CH3:1][O:2][C:3]1[CH:10]=[C:9](B2OC(C)(C)C(C)(C)O2)[CH:8]=[CH:7][C:4]=1[C:5]#[N:6].Br[C:21]1[CH:22]=[N:23][CH:24]=[C:25]([Cl:30])[C:26]=1[CH:27]([OH:29])[CH3:28].C(Cl)Cl.C([O-])([O-])=O.[Na+].[Na+]. The catalyst is CN(C=O)C.C1C=CC(P(C2C=CC=CC=2)[C-]2C=CC=C2)=CC=1.C1C=CC(P(C2C=CC=CC=2)[C-]2C=CC=C2)=CC=1.Cl[Pd]Cl.[Fe+2]. The product is [Cl:30][C:25]1[C:26]([CH:27]([OH:29])[CH3:28])=[C:21]([C:9]2[CH:8]=[CH:7][C:4]([C:5]#[N:6])=[C:3]([O:2][CH3:1])[CH:10]=2)[CH:22]=[N:23][CH:24]=1. The yield is 0.500. (3) The reactants are [NH:1]1[C:11]2[C:6](=[CH:7][CH:8]=[CH:9][CH:10]=2)[C:4](=O)[C:2]1=[O:3].[C:12]([NH:20][NH2:21])(=[O:19])[C:13]1[CH:18]=[CH:17][CH:16]=[CH:15][CH:14]=1. No catalyst specified. The product is [CH:6]1([CH2:4][N:1]2[C:11]3[C:6](=[CH:7][CH:8]=[CH:9][CH:10]=3)/[C:4](=[N:21]/[NH:20][C:12](=[O:19])[C:13]3[CH:18]=[CH:17][CH:16]=[CH:15][CH:14]=3)/[C:2]2=[O:3])[CH2:11][CH2:10][CH2:9][CH2:8][CH2:7]1. The yield is 0.714.